From a dataset of Catalyst prediction with 721,799 reactions and 888 catalyst types from USPTO. Predict which catalyst facilitates the given reaction. (1) Reactant: CC1C=CC(S(OCC2CC3C=CC=C(CC4C=CC=CC=4)C=3O2)(=O)=O)=CC=1.[N-]=[N+]=[N-].[Na+].N(CC1CC2C=C(Cl)C=C(C3C=CSC=3)C=2O1)=[N+]=[N-].[CH2:52]([C:59]1[C:67]2[O:66][CH:65]([CH2:68][N:69]=[N+]=[N-])[CH2:64][C:63]=2[CH:62]=[CH:61][CH:60]=1)[C:53]1[CH:58]=[CH:57][CH:56]=[CH:55][CH:54]=1.[N-]=[N+]=[N-]. Product: [CH2:52]([C:59]1[C:67]2[O:66][CH:65]([CH2:68][NH2:69])[CH2:64][C:63]=2[CH:62]=[CH:61][CH:60]=1)[C:53]1[CH:54]=[CH:55][CH:56]=[CH:57][CH:58]=1. The catalyst class is: 45. (2) Reactant: Cl[C:2]1[N:11]=[C:10]([NH:12][CH2:13][CH:14]([N:21]2[CH2:26][CH2:25][N:24]([CH3:27])[CH2:23][CH2:22]2)[C:15]2[CH:20]=[CH:19][CH:18]=[CH:17][CH:16]=2)[C:9]2[C:4](=[CH:5][CH:6]=[CH:7][CH:8]=2)[N:3]=1.[CH3:28][S:29]([NH:32][C:33]1[CH:38]=[CH:37][C:36](B(O)O)=[CH:35][CH:34]=1)(=[O:31])=[O:30].CN(C)C1C=CC(C2N=C(NCC(C3C=CC=CC=3)C3NC=CC=3)C3C(=CC=CC=3)N=2)=CC=1. Product: [CH3:27][N:24]1[CH2:25][CH2:26][N:21]([CH:14]([C:15]2[CH:20]=[CH:19][CH:18]=[CH:17][CH:16]=2)[CH2:13][NH:12][C:10]2[C:9]3[C:4](=[CH:5][CH:6]=[CH:7][CH:8]=3)[N:3]=[C:2]([C:36]3[CH:35]=[CH:34][C:33]([NH:32][S:29]([CH3:28])(=[O:30])=[O:31])=[CH:38][CH:37]=3)[N:11]=2)[CH2:22][CH2:23]1. The catalyst class is: 61.